This data is from Catalyst prediction with 721,799 reactions and 888 catalyst types from USPTO. The task is: Predict which catalyst facilitates the given reaction. (1) Reactant: C[O:2][C:3]([C:5]1[CH:10]=[CH:9][CH:8]=[CH:7][C:6]=1[NH:11][C:12](=[O:26])[CH2:13][CH:14]([C:16]1[CH:25]=[CH:24][C:23]2[C:18](=[CH:19][CH:20]=[CH:21][CH:22]=2)[CH:17]=1)[CH3:15])=[O:4].[OH-].[Na+]. Product: [C:3]([C:5]1[CH:10]=[CH:9][CH:8]=[CH:7][C:6]=1[NH:11][C:12](=[O:26])[CH2:13][CH:14]([C:16]1[CH:25]=[CH:24][C:23]2[C:18](=[CH:19][CH:20]=[CH:21][CH:22]=2)[CH:17]=1)[CH3:15])([OH:4])=[O:2]. The catalyst class is: 5. (2) Reactant: [O:1]1[CH2:6][CH2:5][NH:4][C:3]2[CH:7]=[N:8][CH:9]=[CH:10][C:2]1=2.[F:11][C:12]([F:25])([F:24])[C:13]1[CH:14]=[C:15]([CH:19]=[CH:20][C:21]=1[O:22][CH3:23])[C:16](Cl)=[O:17].C(N(CC)CC)C.O. Product: [O:1]1[CH2:6][CH2:5][N:4]([C:16]([C:15]2[CH:19]=[CH:20][C:21]([O:22][CH3:23])=[C:13]([C:12]([F:11])([F:25])[F:24])[CH:14]=2)=[O:17])[C:3]2[CH:7]=[N:8][CH:9]=[CH:10][C:2]1=2. The catalyst class is: 4.